From a dataset of Catalyst prediction with 721,799 reactions and 888 catalyst types from USPTO. Predict which catalyst facilitates the given reaction. Reactant: [CH:1]1[CH:2]=[CH:3][N:4]2[CH2:10][C:9]3[CH:11]=[CH:12][CH:13]=[CH:14][C:8]=3[N:7]([C:15]([C:17]3[CH:22]=[CH:21][C:20]([C:23]4[CH2:28][CH2:27][CH2:26][CH:25]([OH:29])[C:24]=4[CH3:30])=[C:19]([CH3:31])[CH:18]=3)=[O:16])[CH2:6][C:5]=12.C(O)C. Product: [CH:1]1[CH:2]=[CH:3][N:4]2[CH2:10][C:9]3[CH:11]=[CH:12][CH:13]=[CH:14][C:8]=3[N:7]([C:15]([C:17]3[CH:22]=[CH:21][C:20]([C:23]4[CH2:28][CH2:27][CH2:26][C@H:25]([OH:29])[C:24]=4[CH3:30])=[C:19]([CH3:31])[CH:18]=3)=[O:16])[CH2:6][C:5]=12. The catalyst class is: 81.